This data is from Full USPTO retrosynthesis dataset with 1.9M reactions from patents (1976-2016). The task is: Predict the reactants needed to synthesize the given product. (1) Given the product [C:34]([O:33][C:31]([N:28]1[CH2:29][CH2:30][CH:25]([NH:24][C:4]2[N:3]=[C:2]([NH2:1])[C:7]([C:8](=[O:9])[C:10]3[CH:15]=[C:14]([F:16])[C:13]([CH3:17])=[CH:12][C:11]=3[O:18][CH3:19])=[CH:6][N:5]=2)[CH2:26][CH2:27]1)=[O:32])([CH3:37])([CH3:35])[CH3:36], predict the reactants needed to synthesize it. The reactants are: [NH2:1][C:2]1[C:7]([C:8]([C:10]2[CH:15]=[C:14]([F:16])[C:13]([CH3:17])=[CH:12][C:11]=2[O:18][CH3:19])=[O:9])=[CH:6][N:5]=[C:4](S(CC)=O)[N:3]=1.[NH2:24][CH:25]1[CH2:30][CH2:29][N:28]([C:31]([O:33][C:34]([CH3:37])([CH3:36])[CH3:35])=[O:32])[CH2:27][CH2:26]1. (2) Given the product [C:18]([O:14][CH2:13][CH:8]1[CH2:9][CH2:10][CH2:11][CH2:12][CH:7]1[CH2:6][C:5]1[CH:15]=[CH:16][CH:17]=[C:3]([O:2][CH3:1])[CH:4]=1)(=[O:20])[CH3:19], predict the reactants needed to synthesize it. The reactants are: [CH3:1][O:2][C:3]1[CH:4]=[C:5]([CH:15]=[CH:16][CH:17]=1)[CH2:6][CH:7]1[CH2:12][CH2:11][CH2:10][CH2:9][CH:8]1[CH2:13][OH:14].[C:18](OC(=O)C)(=[O:20])[CH3:19].Cl. (3) Given the product [CH2:1]([O:8][C@@H:9]1[C@H:14]2[N:15]=[C:16]([NH:41][CH2:38][CH2:39][CH3:40])[O:17][C@H:13]2[CH2:12][C@H:11]([CH2:19][O:20][CH2:21][C:22]2[CH:23]=[CH:24][CH:25]=[CH:26][CH:27]=2)[C@H:10]1[OH:28])[C:2]1[CH:3]=[CH:4][CH:5]=[CH:6][CH:7]=1, predict the reactants needed to synthesize it. The reactants are: [CH2:1]([O:8][C@@H:9]1[C@H:14]2[NH:15][C:16](=O)[O:17][C@H:13]2[CH2:12][C@H:11]([CH2:19][O:20][CH2:21][C:22]2[CH:27]=[CH:26][CH:25]=[CH:24][CH:23]=2)[C@H:10]1[OH:28])[C:2]1[CH:7]=[CH:6][CH:5]=[CH:4][CH:3]=1.O(C)S(C(F)(F)F)(=O)=O.[CH2:38]([NH2:41])[CH2:39][CH3:40]. (4) The reactants are: [CH2:1]([O:3][C:4]([C:6]1[N:10]([CH2:11][C:12]2[CH:17]=[CH:16][C:15]([C:18]3[CH:23]=[CH:22][CH:21]=[CH:20][C:19]=3[C:24]#[N:25])=[CH:14][CH:13]=2)[C:9]([CH2:26][CH2:27][CH3:28])=[N:8][C:7]=1[C:29]([OH:32])([CH3:31])[CH3:30])=[O:5])[CH3:2].C([Sn](Cl)(CCCC)CCCC)CCC.[N-:47]=[N+:48]=[N-:49].[Na+]. Given the product [CH2:1]([O:3][C:4]([C:6]1[N:10]([CH2:11][C:12]2[CH:17]=[CH:16][C:15]([C:18]3[CH:23]=[CH:22][CH:21]=[CH:20][C:19]=3[C:24]3[NH:49][N:48]=[N:47][N:25]=3)=[CH:14][CH:13]=2)[C:9]([CH2:26][CH2:27][CH3:28])=[N:8][C:7]=1[C:29]([OH:32])([CH3:30])[CH3:31])=[O:5])[CH3:2], predict the reactants needed to synthesize it. (5) Given the product [OH:28][NH:27][C:20]([C:18]1[CH:17]=[CH:16][C:13]2[C@@H:14]([CH3:15])[N:8]([CH2:7][C:6]3[CH:25]=[CH:26][C:3]([O:2][CH3:1])=[CH:4][CH:5]=3)[CH2:9][CH2:10][O:11][C:12]=2[CH:19]=1)=[O:21], predict the reactants needed to synthesize it. The reactants are: [CH3:1][O:2][C:3]1[CH:26]=[CH:25][C:6]([CH2:7][N:8]2[C@H:14]([CH3:15])[C:13]3[CH:16]=[CH:17][C:18]([C:20](OCC)=[O:21])=[CH:19][C:12]=3[O:11][CH2:10][CH2:9]2)=[CH:5][CH:4]=1.[NH2:27][OH:28].[OH-].[Na+]. (6) The reactants are: [NH2:1][C:2]1[N:3]([CH2:24][C:25]([F:28])([F:27])[F:26])[C:4](=[O:23])[C:5]2([C:15]3[C:10](=[CH:11][CH:12]=[C:13](Br)[CH:14]=3)[O:9][CH:8]([C:17]3[CH:22]=[CH:21][CH:20]=[CH:19][CH:18]=3)[CH2:7]2)[N:6]=1.[C:29]([C:31]1[CH:32]=[C:33](B(O)O)[CH:34]=[CH:35][CH:36]=1)#[N:30]. Given the product [NH2:1][C:2]1[N:3]([CH2:24][C:25]([F:28])([F:27])[F:26])[C:4](=[O:23])[C:5]2([C:15]3[C:10](=[CH:11][CH:12]=[C:13]([C:35]4[CH:36]=[C:31]([CH:32]=[CH:33][CH:34]=4)[C:29]#[N:30])[CH:14]=3)[O:9][CH:8]([C:17]3[CH:22]=[CH:21][CH:20]=[CH:19][CH:18]=3)[CH2:7]2)[N:6]=1, predict the reactants needed to synthesize it.